This data is from Forward reaction prediction with 1.9M reactions from USPTO patents (1976-2016). The task is: Predict the product of the given reaction. (1) Given the reactants Br[C:2]1[CH:3]=[C:4]([CH2:9][NH:10][C:11](=[O:38])[CH2:12][CH2:13][C:14]([NH:16][CH2:17][C:18]2[C:19]([NH:31][CH:32]3[CH2:37][CH2:36][O:35][CH2:34][CH2:33]3)=[C:20]3[CH:28]=[N:27][N:26]([CH2:29][CH3:30])[C:21]3=[N:22][C:23]=2[CH2:24][CH3:25])=[O:15])[CH:5]=[CH:6][C:7]=1[Cl:8].[CH:39]([C:41]1[CH:42]=[C:43](B(O)O)[CH:44]=[CH:45][CH:46]=1)=[O:40].C(=O)([O-])[O-].[Na+].[Na+], predict the reaction product. The product is: [Cl:8][C:7]1[C:2]([C:45]2[CH:44]=[CH:43][CH:42]=[C:41]([CH:39]=[O:40])[CH:46]=2)=[CH:3][C:4]([CH2:9][NH:10][C:11](=[O:38])[CH2:12][CH2:13][C:14]([NH:16][CH2:17][C:18]2[C:19]([NH:31][CH:32]3[CH2:37][CH2:36][O:35][CH2:34][CH2:33]3)=[C:20]3[CH:28]=[N:27][N:26]([CH2:29][CH3:30])[C:21]3=[N:22][C:23]=2[CH2:24][CH3:25])=[O:15])=[CH:5][CH:6]=1. (2) Given the reactants [CH:1]([O:4][C:5]1[C:14]2[C:9](=[CH:10][CH:11]=[C:12]([C:15]3[CH:19]=[CH:18]S[CH:16]=3)[CH:13]=2)[N:8]=[CH:7][N:6]=1)([CH3:3])[CH3:2].BrC1[CH:22]=[C:23]2C(=CC=1)N=[CH:26][N:25]=[C:24]2[O:31]C(C)C.CNC(C1C=CC(B(O)O)=CC=1)=O, predict the reaction product. The product is: [CH:1]([O:4][C:5]1[C:14]2[C:9](=[CH:10][CH:11]=[C:12]([C:15]3[CH:19]=[CH:18][C:23]([C:24]([NH:25][CH3:26])=[O:31])=[CH:22][CH:16]=3)[CH:13]=2)[N:8]=[CH:7][N:6]=1)([CH3:3])[CH3:2]. (3) Given the reactants [O:1]=[C:2]([C:20]1[S:21][C:22]([C:25]2[CH:30]=[CH:29][C:28]([C:31]([F:34])([F:33])[F:32])=[CH:27][CH:26]=2)=[CH:23][CH:24]=1)[CH2:3][CH2:4][C:5]1[CH:19]=[CH:18][C:8]([O:9][CH2:10][C:11]([O:13]C(C)(C)C)=[O:12])=[CH:7][CH:6]=1.FC(F)(F)C(O)=O, predict the reaction product. The product is: [O:1]=[C:2]([C:20]1[S:21][C:22]([C:25]2[CH:26]=[CH:27][C:28]([C:31]([F:34])([F:32])[F:33])=[CH:29][CH:30]=2)=[CH:23][CH:24]=1)[CH2:3][CH2:4][C:5]1[CH:6]=[CH:7][C:8]([O:9][CH2:10][C:11]([OH:13])=[O:12])=[CH:18][CH:19]=1. (4) Given the reactants C([Mg]Cl)CCC.[Li]CCCC.Br[C:13]1[CH:14]=[N:15][C:16]2[C:21]([CH:22]=1)=[CH:20][CH:19]=[C:18]([O:23][CH3:24])[CH:17]=2.[F:25][C:26]([F:32])([F:31])[CH2:27][CH2:28][CH:29]=[O:30], predict the reaction product. The product is: [F:25][C:26]([F:32])([F:31])[CH2:27][CH2:28][CH:29]([C:13]1[CH:14]=[N:15][C:16]2[C:21]([CH:22]=1)=[CH:20][CH:19]=[C:18]([O:23][CH3:24])[CH:17]=2)[OH:30]. (5) Given the reactants Cl[CH2:2][CH2:3][O:4][C:5]1[C:31]([O:32][CH3:33])=[CH:30][C:8]2[NH:9][C:10](=[O:29])[C:11]3[CH:17]=[CH:16][C:15]([C:18]4[CH:23]=[CH:22][C:21]([N+:24]([O-:26])=[O:25])=[C:20]([O:27][CH3:28])[CH:19]=4)=[CH:14][C:12]=3[NH:13][C:7]=2[CH:6]=1.[NH:34]1[CH2:38][CH2:37][CH2:36][CH2:35]1.C([O-])([O-])=O.[K+].[K+], predict the reaction product. The product is: [CH3:33][O:32][C:31]1[C:5]([O:4][CH2:3][CH2:2][N:34]2[CH2:38][CH2:37][CH2:36][CH2:35]2)=[CH:6][C:7]2[NH:13][C:12]3[CH:14]=[C:15]([C:18]4[CH:23]=[CH:22][C:21]([N+:24]([O-:26])=[O:25])=[C:20]([O:27][CH3:28])[CH:19]=4)[CH:16]=[CH:17][C:11]=3[C:10](=[O:29])[NH:9][C:8]=2[CH:30]=1. (6) Given the reactants [CH:1]([C:4]1[C:13]([N+:14]([O-])=O)=[C:12]2[C:7]([CH:8]=[CH:9][CH:10]=[N:11]2)=[CH:6][CH:5]=1)([CH3:3])[CH3:2].[Sn](Cl)Cl, predict the reaction product. The product is: [CH:1]([C:4]1[C:13]([NH2:14])=[C:12]2[C:7]([CH:8]=[CH:9][CH:10]=[N:11]2)=[CH:6][CH:5]=1)([CH3:3])[CH3:2].